This data is from Forward reaction prediction with 1.9M reactions from USPTO patents (1976-2016). The task is: Predict the product of the given reaction. Given the reactants C[O:2][C:3]1[N:8]=[C:7](S(C)(=O)=O)[N:6]=[C:5]([C:13]2[CH:29]=[CH:28][C:16]3[NH:17][C:18]([NH:20][C:21]([C:23]4[S:24][CH:25]=[CH:26][CH:27]=4)=[O:22])=[N:19][C:15]=3[CH:14]=2)[CH:4]=1.[NH2:30][C:31]1[CH:32]=[C:33]([OH:37])[CH:34]=[CH:35][CH:36]=1, predict the reaction product. The product is: [OH:37][C:33]1[CH:32]=[C:31]([NH:30][C:7]2[NH:8][C:3](=[O:2])[CH:4]=[C:5]([C:13]3[CH:29]=[CH:28][C:16]4[NH:17][C:18]([NH:20][C:21]([C:23]5[S:24][CH:25]=[CH:26][CH:27]=5)=[O:22])=[N:19][C:15]=4[CH:14]=3)[N:6]=2)[CH:36]=[CH:35][CH:34]=1.